Dataset: NCI-60 drug combinations with 297,098 pairs across 59 cell lines. Task: Regression. Given two drug SMILES strings and cell line genomic features, predict the synergy score measuring deviation from expected non-interaction effect. (1) Drug 1: CC1C(C(CC(O1)OC2CC(CC3=C2C(=C4C(=C3O)C(=O)C5=C(C4=O)C(=CC=C5)OC)O)(C(=O)CO)O)N)O.Cl. Drug 2: C1CCN(CC1)CCOC2=CC=C(C=C2)C(=O)C3=C(SC4=C3C=CC(=C4)O)C5=CC=C(C=C5)O. Cell line: CAKI-1. Synergy scores: CSS=3.16, Synergy_ZIP=-0.903, Synergy_Bliss=3.79, Synergy_Loewe=-3.37, Synergy_HSA=0.726. (2) Drug 1: CS(=O)(=O)OCCCCOS(=O)(=O)C. Drug 2: C(CN)CNCCSP(=O)(O)O. Cell line: MOLT-4. Synergy scores: CSS=21.2, Synergy_ZIP=-4.61, Synergy_Bliss=0.288, Synergy_Loewe=-12.1, Synergy_HSA=-0.0502.